Dataset: Full USPTO retrosynthesis dataset with 1.9M reactions from patents (1976-2016). Task: Predict the reactants needed to synthesize the given product. (1) Given the product [Br:20][C:17]1[S:16][C:15]2[CH2:14][C:13]3[C:9]([C:6]4[CH:7]=[CH:8][C:3]([O:2][CH3:1])=[CH:4][CH:5]=4)=[N:10][NH:11][C:12]=3[C:19]=2[CH:18]=1, predict the reactants needed to synthesize it. The reactants are: [CH3:1][O:2][C:3]1[CH:8]=[CH:7][C:6]([C:9]2[C:13]3[CH2:14][C:15]4[S:16][CH:17]=[CH:18][C:19]=4[C:12]=3[NH:11][N:10]=2)=[CH:5][CH:4]=1.[Br:20]Br. (2) Given the product [CH3:25][S:26]([O:20][CH2:19][CH2:18][C:15]1[CH:14]=[CH:13][C:12]([N:7]2[C:6]3[CH:21]=[C:2]([Cl:1])[C:3]([C:22]([NH2:24])=[O:23])=[CH:4][C:5]=3[N:9]=[C:8]2[CH2:10][CH3:11])=[CH:17][CH:16]=1)(=[O:28])=[O:27], predict the reactants needed to synthesize it. The reactants are: [Cl:1][C:2]1[C:3]([C:22]([NH2:24])=[O:23])=[CH:4][C:5]2[N:9]=[C:8]([CH2:10][CH3:11])[N:7]([C:12]3[CH:17]=[CH:16][C:15]([CH2:18][CH2:19][OH:20])=[CH:14][CH:13]=3)[C:6]=2[CH:21]=1.[CH3:25][S:26](Cl)(=[O:28])=[O:27].O. (3) Given the product [CH2:33]([N:3]1[C:4]2[C:11](=[O:12])[N:13]([CH2:22][C:23]3[CH:32]=[CH:31][C:30]4[C:25](=[CH:26][CH:27]=[CH:28][CH:29]=4)[N:24]=3)[NH:14][C:7](=[O:9])[C:5]=2[N:6]=[C:2]1[Cl:1])[C:34]#[C:35][CH3:36], predict the reactants needed to synthesize it. The reactants are: [Cl:1][C:2]1[N:3]([CH2:33][C:34]#[C:35][CH3:36])[C:4]([C:11]([N:13]([CH2:22][C:23]2[CH:32]=[CH:31][C:30]3[C:25](=[CH:26][CH:27]=[CH:28][CH:29]=3)[N:24]=2)[NH:14]C(OC(C)(C)C)=O)=[O:12])=[C:5]([C:7]([O:9]C)=O)[N:6]=1.Cl. (4) Given the product [F:1][C:2]1[CH:3]=[C:4]([C:10]2[CH:15]=[CH:14][C:13]([O:16][CH2:17][C:18]3[CH:19]=[C:20]([CH:35]=[CH:36][CH:37]=3)[C:21]([N:23]3[CH2:34][CH2:33][CH2:32][C@H:24]3[C:25]([O:27][C:28]([CH3:31])([CH3:30])[CH3:29])=[O:26])=[O:22])=[CH:12][CH:11]=2)[CH:5]=[C:6]([O:9][CH2:45][C:46](=[O:48])[CH3:47])[C:7]=1[F:8], predict the reactants needed to synthesize it. The reactants are: [F:1][C:2]1[CH:3]=[C:4]([C:10]2[CH:15]=[CH:14][C:13]([O:16][CH2:17][C:18]3[CH:19]=[C:20]([CH:35]=[CH:36][CH:37]=3)[C:21]([N:23]3[CH2:34][CH2:33][CH2:32][C@H:24]3[C:25]([O:27][C:28]([CH3:31])([CH3:30])[CH3:29])=[O:26])=[O:22])=[CH:12][CH:11]=2)[CH:5]=[C:6]([OH:9])[C:7]=1[F:8].C(=O)([O-])[O-].[K+].[K+].Br[CH2:45][C:46](=[O:48])[CH3:47]. (5) Given the product [F:1][C:2]1[CH:7]=[C:6]([S:8][CH3:9])[CH:5]=[CH:4][C:3]=1[C:10]1[N:15]=[CH:14][C:13]([NH:16][CH2:17][CH:19]2[CH2:24][CH2:23][N:22]([C:25]([O:27][CH:28]([CH3:30])[CH3:29])=[O:26])[CH2:21][CH2:20]2)=[CH:12][CH:11]=1, predict the reactants needed to synthesize it. The reactants are: [F:1][C:2]1[CH:7]=[C:6]([S:8][CH3:9])[CH:5]=[CH:4][C:3]=1[C:10]1[N:15]=[CH:14][C:13]([NH:16][C:17]([CH:19]2[CH2:24][CH2:23][N:22]([C:25]([O:27][CH:28]([CH3:30])[CH3:29])=[O:26])[CH2:21][CH2:20]2)=O)=[CH:12][CH:11]=1.B.C1COCC1. (6) Given the product [Cl:1][C:2]1[CH:3]=[CH:4][C:5]([O:17][C:18]([CH3:36])([C:20]2[N:24]([CH3:25])[C:23]([C:26]3[CH:31]=[CH:30][CH:29]=[CH:28][C:27]=3[C:32]([F:33])([F:34])[F:35])=[N:22][N:21]=2)[CH3:19])=[C:6]([CH:16]=1)[C:7]([NH:9][CH2:10][C:11]([NH:38][CH3:37])=[O:12])=[O:8], predict the reactants needed to synthesize it. The reactants are: [Cl:1][C:2]1[CH:3]=[CH:4][C:5]([O:17][C:18]([CH3:36])([C:20]2[N:24]([CH3:25])[C:23]([C:26]3[CH:31]=[CH:30][CH:29]=[CH:28][C:27]=3[C:32]([F:35])([F:34])[F:33])=[N:22][N:21]=2)[CH3:19])=[C:6]([CH:16]=1)[C:7]([NH:9][CH2:10][C:11](OCC)=[O:12])=[O:8].[CH3:37][NH2:38].C(=O)([O-])[O-].[K+].[K+].[OH-].[Na+]. (7) Given the product [C:26]([CH:24]1[N:23]2[C:18](=[CH:19][C:20](=[O:33])[C:21]([C:30]([OH:32])=[O:31])=[CH:22]2)[C:17]2[CH:34]=[C:35]([O:36][CH3:37])[C:14]([O:13][CH2:12][CH2:11][CH2:10][CH2:9][OH:8])=[CH:15][C:16]=2[CH2:25]1)([CH3:29])([CH3:27])[CH3:28], predict the reactants needed to synthesize it. The reactants are: C([O:8][CH2:9][CH2:10][CH2:11][CH2:12][O:13][C:14]1[C:35]([O:36][CH3:37])=[CH:34][C:17]2[C:18]3[N:23]([CH:24]([C:26]([CH3:29])([CH3:28])[CH3:27])[CH2:25][C:16]=2[CH:15]=1)[CH:22]=[C:21]([C:30]([OH:32])=[O:31])[C:20](=[O:33])[CH:19]=3)C1C=CC=CC=1. (8) Given the product [CH2:19]([N:15]1[CH2:16][CH:17]([CH3:18])[CH:13]([C:11]2[NH:27][C:3](=[O:2])[C:5]3=[CH:9][N:8]=[CH:7][N:6]3[N:10]=2)[CH2:14]1)[C:20]1[CH:25]=[CH:24][CH:23]=[CH:22][CH:21]=1, predict the reactants needed to synthesize it. The reactants are: C[O:2][C:3]([C:5]1[N:6]([NH:10][C:11]([CH:13]2[CH:17]([CH3:18])[CH2:16][N:15]([CH2:19][C:20]3[CH:25]=[CH:24][CH:23]=[CH:22][CH:21]=3)[CH2:14]2)=O)[CH:7]=[N:8][CH:9]=1)=O.[OH-].[NH4+:27]. (9) The reactants are: [C:1]([C:4]1[CH:8]=[C:7]([CH3:9])[N:6]([CH2:10][CH2:11][O:12][Si](C(C)(C)C)(C)C)[N:5]=1)(=[O:3])[CH3:2].Cl. Given the product [C:1]([C:4]1[CH:8]=[C:7]([CH3:9])[N:6]([CH2:10][CH2:11][OH:12])[N:5]=1)(=[O:3])[CH3:2], predict the reactants needed to synthesize it. (10) The reactants are: [Cl:1][C:2]1[C:25]([CH3:26])=[CH:24][C:5]([O:6][CH2:7][CH2:8][CH2:9][C:10]2[C:18]3[C:13](=[CH:14][CH:15]=[CH:16][CH:17]=3)[NH:12][C:11]=2[C:19]([O:21][CH2:22][CH3:23])=[O:20])=[CH:4][C:3]=1[CH3:27].[CH2:28](Br)[C:29]1[CH:34]=[CH:33][CH:32]=[CH:31][CH:30]=1. Given the product [CH2:28]([N:12]1[C:13]2[C:18](=[CH:17][CH:16]=[CH:15][CH:14]=2)[C:10]([CH2:9][CH2:8][CH2:7][O:6][C:5]2[CH:4]=[C:3]([CH3:27])[C:2]([Cl:1])=[C:25]([CH3:26])[CH:24]=2)=[C:11]1[C:19]([O:21][CH2:22][CH3:23])=[O:20])[C:29]1[CH:34]=[CH:33][CH:32]=[CH:31][CH:30]=1, predict the reactants needed to synthesize it.